From a dataset of Catalyst prediction with 721,799 reactions and 888 catalyst types from USPTO. Predict which catalyst facilitates the given reaction. (1) Reactant: [CH:1]1([CH2:4][O:5][C:6]2[CH:7]=[C:8]([CH:12]=[CH:13][C:14]=2[O:15][CH:16]([F:18])[F:17])[C:9]([OH:11])=O)[CH2:3][CH2:2]1.[CH:19]1[N:23]=[CH:22][N:21](C([N:21]2[CH:22]=[N:23][CH:19]=[CH:20]2)=O)[CH:20]=1. Product: [CH:1]1([CH2:4][O:5][C:6]2[CH:7]=[C:8]([C:9]([N:21]3[CH:20]=[CH:19][N:23]=[CH:22]3)=[O:11])[CH:12]=[CH:13][C:14]=2[O:15][CH:16]([F:18])[F:17])[CH2:2][CH2:3]1. The catalyst class is: 16. (2) Product: [F:18][C:19]1[C:20]([O:28][CH3:29])=[N:21][C:22]([O:26][CH3:27])=[C:23]([F:25])[C:24]=1[CH:9]=[O:8]. Reactant: C(NC(C)C)(C)C.[O:8]1CCC[CH2:9]1.C([Li])CCC.[F:18][C:19]1[C:20]([O:28][CH3:29])=[N:21][C:22]([O:26][CH3:27])=[C:23]([F:25])[CH:24]=1. The catalyst class is: 145. (3) Reactant: Cl[C:2]1[CH:3]=[C:4]([C@@H:12](CC2CCCC2)[C:13](NC2C=CN(CCC(O)=O)N=2)=[O:14])C=CC=1S(C)(=O)=O.C(N(CC)CC)C.[C:39]1([CH3:49])[CH:44]=[CH:43][C:42]([S:45](Cl)(=[O:47])=[O:46])=[CH:41][CH:40]=1.[OH2:50]. Product: [O:14]1[CH2:13][CH2:12][CH2:4][C@@H:3]1[CH2:2][O:46][S:45]([C:42]1[CH:43]=[CH:44][C:39]([CH3:49])=[CH:40][CH:41]=1)(=[O:50])=[O:47]. The catalyst class is: 2. (4) Reactant: [Cl:1][C:2]1[CH:51]=[CH:50][C:5]([C:6]([NH:8][C:9]2[CH:14]=[CH:13][C:12]([N:15]([CH2:23][CH2:24][N:25]3[C:29]([NH:30]C(C4C=CC=CC=4)(C4C=CC=CC=4)C4C=CC=CC=4)=[CH:28][CH:27]=[N:26]3)C(=O)OC(C)(C)C)=[CH:11][CH:10]=2)=[O:7])=[C:4]([N:52]([CH3:54])[CH3:53])[CH:3]=1.FC(F)(F)C(O)=O. Product: [NH2:30][C:29]1[N:25]([CH2:24][CH2:23][NH:15][C:12]2[CH:11]=[CH:10][C:9]([NH:8][C:6](=[O:7])[C:5]3[CH:50]=[CH:51][C:2]([Cl:1])=[CH:3][C:4]=3[N:52]([CH3:53])[CH3:54])=[CH:14][CH:13]=2)[N:26]=[CH:27][CH:28]=1. The catalyst class is: 4. (5) Reactant: [CH2:1]([O:8][C:9]1[CH:18]=[CH:17][CH:16]=[C:15]2[C:10]=1[CH2:11][CH2:12][CH2:13][C@@H:14]2[C:19]([OH:21])=O)[C:2]1[CH:7]=[CH:6][CH:5]=[CH:4][CH:3]=1.C1(C)C=CC=CC=1.S(Cl)([Cl:31])=O. Product: [CH2:1]([O:8][C:9]1[CH:18]=[CH:17][CH:16]=[C:15]2[C:10]=1[CH2:11][CH2:12][CH2:13][C@@H:14]2[C:19]([Cl:31])=[O:21])[C:2]1[CH:7]=[CH:6][CH:5]=[CH:4][CH:3]=1. The catalyst class is: 9. (6) Reactant: Cl.[NH2:2][C:3]1([C:6]2[NH:7][C:8]([C:14]3[CH:23]=[CH:22][CH:21]=[C:20]4[C:15]=3[N:16]=[C:17]([NH:25][CH2:26][C:27]([F:30])([F:29])[F:28])[C:18]([CH3:24])=[N:19]4)=[CH:9][C:10]=2[C:11](O)=[O:12])[CH2:5][CH2:4]1.C(Cl)Cl.CCN(C(C)C)C(C)C.F[P-](F)(F)(F)(F)F.N1(O[P+](N2CCCC2)(N2CCCC2)N2CCCC2)C2C=CC=CC=2N=N1. Product: [CH3:24][C:18]1[C:17]([NH:25][CH2:26][C:27]([F:29])([F:30])[F:28])=[N:16][C:15]2[C:20](=[CH:21][CH:22]=[CH:23][C:14]=2[C:8]2[NH:7][C:6]3[C:3]4([CH2:5][CH2:4]4)[NH:2][C:11](=[O:12])[C:10]=3[CH:9]=2)[N:19]=1. The catalyst class is: 329. (7) Product: [C:13]([O:11][CH2:10][C@@H:2]([CH2:3][C:4]1[CH:5]=[CH:6][CH:7]=[CH:8][CH:9]=1)[NH2:1])(=[O:12])[NH2:14]. Reactant: [NH2:1][C@@H:2]([CH2:10][OH:11])[CH2:3][C:4]1[CH:9]=[CH:8][CH:7]=[CH:6][CH:5]=1.[O-:12][C:13]#[N:14].[Na+].CS(O)(=O)=O.[OH-].[Na+]. The catalyst class is: 4.